This data is from Forward reaction prediction with 1.9M reactions from USPTO patents (1976-2016). The task is: Predict the product of the given reaction. (1) Given the reactants S(=O)(=O)(O)O.[CH3:6][NH:7][C:8]1[N:13]=[C:12]([CH2:14][CH2:15][O:16][C:17]2[CH:18]=[C:19]([CH:31]=[CH:32][CH:33]=2)[O:20][CH2:21][C:22](=O)[CH2:23][CH2:24][C:25]([O:27][CH2:28][CH3:29])=[O:26])[CH:11]=[CH:10][CH:9]=1.C(=O)([O-])O.[Na+], predict the reaction product. The product is: [CH3:6][NH:7][C:8]1[N:13]=[C:12]([CH2:14][CH2:15][O:16][C:17]2[CH:33]=[CH:32][C:31]3[C:22]([CH2:23][CH2:24][C:25]([O:27][CH2:28][CH3:29])=[O:26])=[CH:21][O:20][C:19]=3[CH:18]=2)[CH:11]=[CH:10][CH:9]=1. (2) Given the reactants [N:1]([CH:4]([CH3:25])[CH2:5][N:6]1[C:14]2[C:9](=[CH:10][CH:11]=[C:12]3[O:18][CH2:17][CH:16]([O:19]C(OCC)C)[CH2:15][C:13]3=2)[CH:8]=[N:7]1)=[N+:2]=[N-:3].Cl.C(=O)(O)[O-].[Na+], predict the reaction product. The product is: [N:1]([CH:4]([CH3:25])[CH2:5][N:6]1[C:14]2[C:9](=[CH:10][CH:11]=[C:12]3[O:18][CH2:17][CH:16]([OH:19])[CH2:15][C:13]3=2)[CH:8]=[N:7]1)=[N+:2]=[N-:3]. (3) Given the reactants [F:1][C:2]1([F:24])[CH2:7][CH:6]2[N:8](C(OCC3C=CC=CC=3)=O)[CH:3]1[CH2:4][C@H:5]2[C:19]([O:21][CH2:22]C)=[O:20], predict the reaction product. The product is: [F:24][C:2]1([F:1])[CH2:7][CH:6]2[NH:8][CH:3]1[CH2:4][CH:5]2[C:19]([O:21][CH3:22])=[O:20]. (4) The product is: [CH3:14][C:15]1[CH:20]=[C:19]([CH3:21])[CH:18]=[CH:17][C:16]=1[O:22][C:2]1[S:3][C:4]2[C:10]([N+:11]([O-:13])=[O:12])=[CH:9][CH:8]=[CH:7][C:5]=2[N:6]=1. Given the reactants Br[C:2]1[S:3][C:4]2[C:10]([N+:11]([O-:13])=[O:12])=[CH:9][CH:8]=[CH:7][C:5]=2[N:6]=1.[CH3:14][C:15]1[CH:20]=[C:19]([CH3:21])[CH:18]=[CH:17][C:16]=1[OH:22].C(=O)([O-])[O-].[K+].[K+], predict the reaction product. (5) Given the reactants [N+:1]([C:4]1[CH:5]=[CH:6][C:7]2[S:11][NH:10][C:9](=O)[C:8]=2[CH:13]=1)([O-:3])=[O:2].P(Cl)(Cl)([Cl:16])=O.C(N(CCCC)CCCC)CCC, predict the reaction product. The product is: [Cl:16][C:9]1[C:8]2[CH:13]=[C:4]([N+:1]([O-:3])=[O:2])[CH:5]=[CH:6][C:7]=2[S:11][N:10]=1. (6) Given the reactants [C:1]([O:5][C:6]([NH:8][C:9]1[CH:10]=[CH:11][C:12]([CH3:19])=[C:13]([CH:18]=1)[C:14]([O:16]C)=[O:15])=[O:7])([CH3:4])([CH3:3])[CH3:2].[OH-].[K+], predict the reaction product. The product is: [C:1]([O:5][C:6]([NH:8][C:9]1[CH:10]=[CH:11][C:12]([CH3:19])=[C:13]([CH:18]=1)[C:14]([OH:16])=[O:15])=[O:7])([CH3:4])([CH3:3])[CH3:2].